Dataset: Full USPTO retrosynthesis dataset with 1.9M reactions from patents (1976-2016). Task: Predict the reactants needed to synthesize the given product. (1) Given the product [F:10][C:11]1[CH:12]=[C:13]2[C:18](=[CH:19][CH:20]=1)[N:17]=[C:16]([CH2:21][O:22][C:23]1[CH:31]=[CH:30][C:26]([C:27]([NH:42][CH2:43][C:44]3[CH:45]=[N:46][CH:47]=[CH:48][CH:49]=3)=[O:28])=[C:25]([C:32]3([C:36]4[CH:37]=[CH:38][CH:39]=[CH:40][CH:41]=4)[CH2:35][CH2:34][CH2:33]3)[CH:24]=1)[CH:15]=[CH:14]2, predict the reactants needed to synthesize it. The reactants are: CCN(C(C)C)C(C)C.[F:10][C:11]1[CH:12]=[C:13]2[C:18](=[CH:19][CH:20]=1)[N:17]=[C:16]([CH2:21][O:22][C:23]1[CH:31]=[CH:30][C:26]([C:27](O)=[O:28])=[C:25]([C:32]3([C:36]4[CH:41]=[CH:40][CH:39]=[CH:38][CH:37]=4)[CH2:35][CH2:34][CH2:33]3)[CH:24]=1)[CH:15]=[CH:14]2.[NH2:42][CH2:43][C:44]1[CH:45]=[N:46][CH:47]=[CH:48][CH:49]=1.CN(C(ON1N=NC2C=CC=NC1=2)=[N+](C)C)C.F[P-](F)(F)(F)(F)F. (2) Given the product [C:1]([C:4]1[CH:13]=[CH:12][C:11]([O:14][CH2:15][C:16]2[CH:21]=[CH:20][CH:19]=[CH:18][CH:17]=2)=[C:10]2[C:5]=1[CH:6]=[CH:7][CH:8]=[N+:9]2[O-:27])(=[O:3])[CH3:2], predict the reactants needed to synthesize it. The reactants are: [C:1]([C:4]1[CH:13]=[CH:12][C:11]([O:14][CH2:15][C:16]2[CH:21]=[CH:20][CH:19]=[CH:18][CH:17]=2)=[C:10]2[C:5]=1[CH:6]=[CH:7][CH:8]=[N:9]2)(=[O:3])[CH3:2].ClC1C=C(C=CC=1)C(OO)=[O:27]. (3) Given the product [C:1]1([C:23]2[CH:28]=[CH:27][CH:26]=[CH:25][CH:24]=2)[CH:6]=[CH:5][C:4]([CH2:7][N:8]2[C:13](=[O:14])[C:12]([C:39]([NH:47][CH2:55][C:56]([OH:58])=[O:57])=[O:66])=[C:11]([OH:15])[N:10]=[C:9]2[CH2:16][C:17]2[CH:22]=[CH:21][CH:20]=[CH:19][CH:18]=2)=[CH:3][CH:2]=1, predict the reactants needed to synthesize it. The reactants are: [C:1]1([C:23]2[CH:28]=[CH:27][CH:26]=[CH:25][CH:24]=2)[CH:6]=[CH:5][C:4]([CH2:7][N:8]2[C:13](=[O:14])[CH:12]=[C:11]([OH:15])[N:10]=[C:9]2[CH2:16][C:17]2[CH:22]=[CH:21][CH:20]=[CH:19][CH:18]=2)=[CH:3][CH:2]=1.[Na].Cl.C1(C2C=CC=CC=2)C=CC(CN[C:39](=[NH:47])CC2C=CC=CC=2)=CC=1.C(OCC)(=O)[CH2:55][C:56]([O:58]CC)=[O:57].C[O:66]C(O)C. (4) Given the product [Cl:1][C:2]1[C:10]2[C:5](=[CH:6][CH:7]=[C:8]([CH2:11][Cl:31])[CH:9]=2)[N:4]([C:13]([O:15][C:16]([CH3:19])([CH3:18])[CH3:17])=[O:14])[CH:3]=1, predict the reactants needed to synthesize it. The reactants are: [Cl:1][C:2]1[C:10]2[C:5](=[CH:6][CH:7]=[C:8]([CH2:11]O)[CH:9]=2)[N:4]([C:13]([O:15][C:16]([CH3:19])([CH3:18])[CH3:17])=[O:14])[CH:3]=1.CCN(CC)CC.CS([Cl:31])(=O)=O. (5) Given the product [CH3:25][O:24][C:14]1[CH:13]=[C:12]([O:11][CH2:10][C:9]2[S:8][C:7]([C:26]3[CH:27]=[CH:28][C:29]([C:32]([F:34])([F:33])[F:35])=[CH:30][CH:31]=3)=[N:6][C:5]=2[CH2:4][CH2:3][CH2:2][S:44][CH3:43])[CH:17]=[CH:16][C:15]=1[C:18]1[NH:22][C:21](=[O:23])[O:20][N:19]=1, predict the reactants needed to synthesize it. The reactants are: O[CH2:2][CH2:3][CH2:4][C:5]1[N:6]=[C:7]([C:26]2[CH:31]=[CH:30][C:29]([C:32]([F:35])([F:34])[F:33])=[CH:28][CH:27]=2)[S:8][C:9]=1[CH2:10][O:11][C:12]1[CH:17]=[CH:16][C:15]([C:18]2[NH:22][C:21](=[O:23])[O:20][N:19]=2)=[C:14]([O:24][CH3:25])[CH:13]=1.C(N(CC)CC)C.[CH3:43][S:44](Cl)(=O)=O. (6) The reactants are: [NH2:1][C:2]1[CH:3]=[N:4][CH:5]=[CH:6][CH:7]=1.Cl[C:9](OC1C=CC([N+]([O-])=O)=CC=1)=[O:10].C(N(C(C)C)CC)(C)C.[Cl:30][C:31]1[CH:40]=[C:39]2[C:34]([C:35]([N:41]3[CH2:46][CH2:45][NH:44][CH2:43][CH2:42]3)=[CH:36][CH:37]=[N:38]2)=[CH:33][CH:32]=1. Given the product [Cl:30][C:31]1[CH:40]=[C:39]2[C:34]([C:35]([N:41]3[CH2:46][CH2:45][N:44]([C:9]([NH:1][C:2]4[CH:3]=[N:4][CH:5]=[CH:6][CH:7]=4)=[O:10])[CH2:43][CH2:42]3)=[CH:36][CH:37]=[N:38]2)=[CH:33][CH:32]=1, predict the reactants needed to synthesize it. (7) Given the product [C:1]1([C:7]2[NH:11][C:10]([C:12]3[CH:13]=[C:14]4[C:19](=[CH:20][CH:21]=3)[CH:18]=[C:17]([O:22][CH2:23][C:24]3[CH:33]=[CH:32][C:27]([C:28]([OH:30])=[O:29])=[CH:26][C:25]=3[C:34]([OH:36])=[O:35])[CH:16]=[CH:15]4)=[CH:9][CH:8]=2)[CH:6]=[CH:5][CH:4]=[CH:3][CH:2]=1, predict the reactants needed to synthesize it. The reactants are: [C:1]1([C:7]2[NH:11][C:10]([C:12]3[CH:13]=[C:14]4[C:19](=[CH:20][CH:21]=3)[CH:18]=[C:17]([O:22][CH2:23][C:24]3[CH:33]=[CH:32][C:27]([C:28]([O:30]C)=[O:29])=[CH:26][C:25]=3[C:34]([O:36]C)=[O:35])[CH:16]=[CH:15]4)=[CH:9][CH:8]=2)[CH:6]=[CH:5][CH:4]=[CH:3][CH:2]=1.[OH-].[Na+].